This data is from Tyrosyl-DNA phosphodiesterase HTS with 341,365 compounds. The task is: Binary Classification. Given a drug SMILES string, predict its activity (active/inactive) in a high-throughput screening assay against a specified biological target. (1) The molecule is S(=O)(=O)(N1CCN(CC1)c1c(ccc(c1)C)C)c1c(ccc(c1)c1onc(c1)C)C. The result is 0 (inactive). (2) The molecule is Clc1cc(OC)c(OCc2onc(C(=O)N3CC4C(CCCC4)CC3)c2)cc1. The result is 0 (inactive). (3) The drug is S(=O)(=O)(Nc1ccc(cc1)C(=O)Nc1ccncc1)c1cc(F)ccc1. The result is 0 (inactive). (4) The molecule is O=C(NC(C)C)CC(=O)N\N=C\c1ccc(cc1)C(OC)=O. The result is 0 (inactive). (5) The molecule is O=C1N(C(=O)c2c1cc(cc2)C(=O)Nc1cc(ccc1O)C)Cc1cccnc1. The result is 0 (inactive). (6) The molecule is Fc1ccc(Nc2nc(ncn2)N)cc1. The result is 0 (inactive). (7) The molecule is Clc1cc(NS(=O)(=O)c2cc3NC(=O)COc3cc2)ccc1C. The result is 0 (inactive). (8) The drug is s1c=2n(c(c3ccccc3)c1)C(=N)/C(=C\c1n(CCOc3ccccc3)ccc1)C(=O)N2. The result is 0 (inactive).